From a dataset of Full USPTO retrosynthesis dataset with 1.9M reactions from patents (1976-2016). Predict the reactants needed to synthesize the given product. Given the product [Cl:15][C:8]1[N:7]=[C:6]([Cl:25])[C:5]2[C:10](=[CH:11][CH:12]=[C:3]([I:2])[CH:4]=2)[N:9]=1, predict the reactants needed to synthesize it. The reactants are: [Na].[I:2][C:3]1[CH:4]=[C:5]2[C:10](=[CH:11][CH:12]=1)[N:9]=[C:8](O)[N:7]=[C:6]2O.[ClH:15].C(N(CC)CC)C.P(Cl)(Cl)([Cl:25])=O.